This data is from Peptide-MHC class I binding affinity with 185,985 pairs from IEDB/IMGT. The task is: Regression. Given a peptide amino acid sequence and an MHC pseudo amino acid sequence, predict their binding affinity value. This is MHC class I binding data. The binding affinity (normalized) is 0.609. The MHC is HLA-A30:01 with pseudo-sequence HLA-A30:01. The peptide sequence is GARVIWMDA.